Task: Predict the reactants needed to synthesize the given product.. Dataset: Full USPTO retrosynthesis dataset with 1.9M reactions from patents (1976-2016) (1) Given the product [O:1]=[C:2]1[CH2:3][C:4]([CH2:28][C:29]#[N:30])([N:6]2[CH:10]=[C:9]([C:11]3[CH:16]=[CH:15][N:14]=[C:13]4[N:17]([CH2:20][O:21][CH2:22][CH2:23][Si:24]([CH3:25])([CH3:27])[CH3:26])[CH:18]=[CH:19][C:12]=34)[CH:8]=[N:7]2)[CH2:5]1, predict the reactants needed to synthesize it. The reactants are: [OH:1][CH:2]1[CH2:5][C:4]([CH2:28][C:29]#[N:30])([N:6]2[CH:10]=[C:9]([C:11]3[CH:16]=[CH:15][N:14]=[C:13]4[N:17]([CH2:20][O:21][CH2:22][CH2:23][Si:24]([CH3:27])([CH3:26])[CH3:25])[CH:18]=[CH:19][C:12]=34)[CH:8]=[N:7]2)[CH2:3]1.CC(OI1(OC(C)=O)(OC(C)=O)OC(=O)C2C=CC=CC1=2)=O.[OH-].[Na+]. (2) Given the product [Cl:1][C:2]1[CH:7]=[CH:6][CH:5]=[CH:4][C:3]=1[C:8]1[NH:9][CH:10]=[C:11]([CH:13]=[O:14])[N:12]=1, predict the reactants needed to synthesize it. The reactants are: [Cl:1][C:2]1[CH:7]=[CH:6][CH:5]=[CH:4][C:3]=1[C:8]1[NH:9][CH:10]=[C:11]([CH2:13][OH:14])[N:12]=1.C(=O)(O)[O-].[Na+].CC(OI1(OC(C)=O)(OC(C)=O)OC(=O)C2C=CC=CC1=2)=O. (3) Given the product [N:12]1([C:19]([C:15]2[O:14][CH:18]=[CH:17][CH:16]=2)=[O:20])[C:13]2[CH:5]=[CH:6][CH:7]=[CH:8][C:9]=2[N:10]=[N:11]1, predict the reactants needed to synthesize it. The reactants are: CS([C:5]1[C:13]2[N:12]=[N:11][NH:10][C:9]=2[CH:8]=[CH:7][CH:6]=1)(=O)=O.[O:14]1[CH:18]=[CH:17][CH:16]=[C:15]1[C:19](O)=[O:20].C(N(CC)CC)C.C1COCC1. (4) Given the product [CH2:1]([O:17][CH2:18][C@H:19]([CH2:21][O:22][C:23]([C:36]1[CH:37]=[CH:38][CH:39]=[CH:40][CH:41]=1)([C:30]1[CH:31]=[CH:32][CH:33]=[CH:34][CH:35]=1)[C:24]1[CH:29]=[CH:28][CH:27]=[CH:26][CH:25]=1)[O:20][CH2:1][CH2:2][CH:3]=[CH:4][CH2:5][CH3:6])[CH2:2][CH2:3][CH2:4][CH2:5][CH2:6][CH2:7][CH2:8][CH2:9][CH2:10][CH2:11][CH2:12][CH2:13][CH2:14][CH2:15][CH3:16], predict the reactants needed to synthesize it. The reactants are: [CH2:1]([O:17][CH2:18][C@H:19]([CH2:21][O:22][C:23]([C:36]1[CH:41]=[CH:40][CH:39]=[CH:38][CH:37]=1)([C:30]1[CH:35]=[CH:34][CH:33]=[CH:32][CH:31]=1)[C:24]1[CH:29]=[CH:28][CH:27]=[CH:26][CH:25]=1)[OH:20])[CH2:2][CH2:3][CH2:4][CH2:5][CH2:6][CH2:7][CH2:8][CH2:9][CH2:10][CH2:11][CH2:12][CH2:13][CH2:14][CH2:15][CH3:16].[OH-].[K+].O.